This data is from Catalyst prediction with 721,799 reactions and 888 catalyst types from USPTO. The task is: Predict which catalyst facilitates the given reaction. (1) Reactant: Cl.[C:2]([O:6][C:7](=[O:13])[C@H:8]1[CH2:12][CH2:11][CH2:10][NH:9]1)([CH3:5])([CH3:4])[CH3:3].CCN(CC)CC.[Cl:21][C:22]1[C:31]2[C:26](=[CH:27][CH:28]=[C:29]([S:32](Cl)(=[O:34])=[O:33])[CH:30]=2)[C:25]([Cl:36])=[CH:24][N:23]=1. The catalyst class is: 2. Product: [C:2]([O:6][C:7](=[O:13])[C@H:8]1[CH2:12][CH2:11][CH2:10][N:9]1[S:32]([C:29]1[CH:30]=[C:31]2[C:26]([C:25]([Cl:36])=[CH:24][N:23]=[C:22]2[Cl:21])=[CH:27][CH:28]=1)(=[O:34])=[O:33])([CH3:5])([CH3:3])[CH3:4]. (2) Reactant: [NH2:1][CH:2]([C:4]1[N:5]=[C:6]2[CH:15]=[CH:14][C:13]([F:16])=[CH:12][N:7]2[C:8](=[O:11])[C:9]=1[Br:10])[CH3:3].C(N(CC)CC)C.[CH:24]([S:26]([CH2:29][CH3:30])(=[O:28])=[O:27])=[CH2:25]. Product: [Br:10][C:9]1[C:8](=[O:11])[N:7]2[CH:12]=[C:13]([F:16])[CH:14]=[CH:15][C:6]2=[N:5][C:4]=1[CH:2]([NH:1][CH2:25][CH2:24][S:26]([CH2:29][CH3:30])(=[O:28])=[O:27])[CH3:3]. The catalyst class is: 5. (3) Reactant: [Cl:1][C:2]1[CH:3]=[C:4]([CH:20]=[CH:21][C:22]=1[N:23]1[CH2:28][CH:27]=[CH:26][CH2:25][O:24]1)[C:5]([NH:7][C@H:8]([C:10]1[NH:14][C:13]2[CH:15]=[CH:16][C:17]([Cl:19])=[CH:18][C:12]=2[N:11]=1)[CH3:9])=[O:6]. Product: [Cl:1][C:2]1[CH:3]=[C:4]([CH:20]=[CH:21][C:22]=1[N:23]1[CH2:28][CH2:27][CH2:26][CH2:25][O:24]1)[C:5]([NH:7][C@H:8]([C:10]1[NH:14][C:13]2[CH:15]=[CH:16][C:17]([Cl:19])=[CH:18][C:12]=2[N:11]=1)[CH3:9])=[O:6]. The catalyst class is: 78. (4) Reactant: [Br:1][C:2]1[C:3]([F:13])=[CH:4][C:5]([CH3:12])=[C:6]([CH2:8][C:9]([OH:11])=O)[CH:7]=1.C(N1C=CN=C1)(N1C=CN=C1)=O.C(N(CC)CC)C.Cl.[CH3:34][O:35][C:36]([C:38]1([NH2:46])[CH2:43][CH2:42][N:41]([O:44][CH3:45])[CH2:40][CH2:39]1)=[O:37]. Product: [CH3:34][O:35][C:36]([C:38]1([NH:46][C:9](=[O:11])[CH2:8][C:6]2[CH:7]=[C:2]([Br:1])[C:3]([F:13])=[CH:4][C:5]=2[CH3:12])[CH2:43][CH2:42][N:41]([O:44][CH3:45])[CH2:40][CH2:39]1)=[O:37]. The catalyst class is: 7.